From a dataset of Forward reaction prediction with 1.9M reactions from USPTO patents (1976-2016). Predict the product of the given reaction. (1) Given the reactants [CH:1]1([C:4]2[CH:30]=[CH:29][C:7]([O:8][C:9]3[C:10](=[O:28])[N:11]([C:14]4[CH:19]=[CH:18][C:17]([O:20][CH2:21][C:22](O)([CH3:24])[CH3:23])=[C:16]([O:26][CH3:27])[CH:15]=4)[CH2:12][CH:13]=3)=[CH:6][CH:5]=2)[CH2:3][CH2:2]1.CCN(CC)CC.O=S(Cl)Cl, predict the reaction product. The product is: [CH:1]1([C:4]2[CH:30]=[CH:29][C:7]([O:8][C:9]3[C:10](=[O:28])[N:11]([C:14]4[CH:19]=[CH:18][C:17]([O:20][CH2:21][C:22]([CH3:24])=[CH2:23])=[C:16]([O:26][CH3:27])[CH:15]=4)[CH2:12][CH:13]=3)=[CH:6][CH:5]=2)[CH2:2][CH2:3]1. (2) Given the reactants Br[C:2]1[CH:3]=[CH:4][C:5]2[O:11][CH2:10][CH2:9][N:8]3[C:12]([CH2:18]N4C5C=CC=CC=5N=C4C)=[C:13]([C:15]([NH2:17])=[O:16])[N:14]=[C:7]3[C:6]=2[CH:29]=1.[Cl:30][C:31]1[CH:36]=[CH:35][CH:34]=[CH:33][C:32]=1[OH:37].[CH3:38][C:39]1[O:43][N:42]=[C:41]([C@:44]([OH:48])([C:46]#[CH:47])[CH3:45])[CH:40]=1, predict the reaction product. The product is: [Cl:30][C:31]1[CH:36]=[CH:35][CH:34]=[CH:33][C:32]=1[O:37][CH2:18][C:12]1[N:8]2[CH2:9][CH2:10][O:11][C:5]3[CH:4]=[CH:3][C:2]([C:47]#[C:46][C@@:44]([OH:48])([C:41]4[CH:40]=[C:39]([CH3:38])[O:43][N:42]=4)[CH3:45])=[CH:29][C:6]=3[C:7]2=[N:14][C:13]=1[C:15]([NH2:17])=[O:16]. (3) Given the reactants [NH2:1][C:2]1[N:7]=[C:6]([S:8]([CH3:10])=O)[C:5]([C:11]#[N:12])=[C:4]([C:13]2[CH:14]=[N:15][CH:16]=[CH:17][CH:18]=2)[N:3]=1.[N:19]1[CH:24]=[CH:23][CH:22]=[CH:21][C:20]=1[CH2:25]CS.C1CCN2C(=NCCC2)CC1, predict the reaction product. The product is: [NH2:1][C:2]1[N:3]=[C:4]([C:13]2[CH:14]=[N:15][CH:16]=[CH:17][CH:18]=2)[C:5]([C:11]#[N:12])=[C:6]([S:8][CH2:10][CH2:25][C:20]2[CH:21]=[CH:22][CH:23]=[CH:24][N:19]=2)[N:7]=1. (4) Given the reactants Br[C:2]1[CH:7]=[CH:6][C:5]([C:8]2[N:9]([CH2:14][C@@H:15]3[CH2:19][CH2:18][N:17]([C:20]([CH:22]4[CH2:24][CH2:23]4)=[O:21])[CH2:16]3)[C:10](=[O:13])[NH:11][N:12]=2)=[CH:4][CH:3]=1.[Cl:25][C:26]1[CH:31]=[C:30]([O:32][CH3:33])[CH:29]=[CH:28][C:27]=1B(O)O.[O-]P([O-])([O-])=O.[K+].[K+].[K+], predict the reaction product. The product is: [Cl:25][C:26]1[CH:31]=[C:30]([O:32][CH3:33])[CH:29]=[CH:28][C:27]=1[C:2]1[CH:7]=[CH:6][C:5]([C:8]2[N:9]([CH2:14][C@@H:15]3[CH2:19][CH2:18][N:17]([C:20]([CH:22]4[CH2:24][CH2:23]4)=[O:21])[CH2:16]3)[C:10](=[O:13])[NH:11][N:12]=2)=[CH:4][CH:3]=1. (5) Given the reactants [CH3:1][C:2]1[CH:8]=[C:7]([N+:9]([O-:11])=[O:10])[CH:6]=[CH:5][C:3]=1[NH2:4].[C:12](Cl)(=[O:16])[C:13]([CH3:15])=[CH2:14], predict the reaction product. The product is: [CH3:15][C:13](=[CH2:14])[C:12]([NH:4][C:3]1[CH:5]=[CH:6][C:7]([N+:9]([O-:11])=[O:10])=[CH:8][C:2]=1[CH3:1])=[O:16]. (6) Given the reactants [H-].[Na+].[Cl:3][C:4]1[CH:9]=[CH:8][CH:7]=[CH:6][C:5]=1[C:10]1[NH:11][C:12]2[C:17]([N:18]=1)=[C:16]([N:19]1[CH2:24][CH2:23][N:22]([CH2:25][CH3:26])[CH2:21][CH2:20]1)[N:15]=[C:14]([CH3:27])[N:13]=2.[CH3:28][O:29][CH2:30]Br, predict the reaction product. The product is: [Cl:3][C:4]1[CH:9]=[CH:8][CH:7]=[CH:6][C:5]=1[C:10]1[N:11]([CH2:28][O:29][CH3:30])[C:12]2[C:17]([N:18]=1)=[C:16]([N:19]1[CH2:24][CH2:23][N:22]([CH2:25][CH3:26])[CH2:21][CH2:20]1)[N:15]=[C:14]([CH3:27])[N:13]=2. (7) Given the reactants [NH2:1][C@@H:2]([CH2:5][CH:6]([CH3:8])[CH3:7])[CH2:3][OH:4].[CH3:9]I, predict the reaction product. The product is: [CH3:9][O:4][CH2:3][C@@H:2]([NH2:1])[CH2:5][CH:6]([CH3:8])[CH3:7]. (8) Given the reactants [CH:1]([O:3][CH:4]([CH3:13])[CH2:5][O:6][CH2:7][CH2:8][O:9][CH2:10][CH2:11][OH:12])=[CH2:2].N(C(C)(C)C(OC)=O)=NC(C)(C)[C:17](OC)=[O:18], predict the reaction product. The product is: [CH:7]([O:6][CH2:5][CH2:4][CH2:13][CH2:17][OH:18])=[CH2:8].[CH:1]([O:3][CH:4]([CH3:13])[CH2:5][O:6][CH2:7][CH2:8][O:9][CH2:10][CH2:11][OH:12])=[CH2:2]. (9) Given the reactants [NH2:1][C@@H:2]([CH2:7][CH2:8][CH2:9][CH2:10][CH2:11][CH2:12][CH2:13][CH2:14][CH2:15][CH2:16][CH2:17][CH2:18][CH3:19])[CH2:3][C:4]([NH2:6])=[O:5].[CH:20](=O)[CH2:21][CH3:22].C([BH3-])#N.[Na+], predict the reaction product. The product is: [CH2:20]([NH:1][C@@H:2]([CH2:7][CH2:8][CH2:9][CH2:10][CH2:11][CH2:12][CH2:13][CH2:14][CH2:15][CH2:16][CH2:17][CH2:18][CH3:19])[CH2:3][C:4]([NH2:6])=[O:5])[CH2:21][CH3:22]. (10) Given the reactants [O:1]=[C:2]1[C:10]2[C:5](=[CH:6][CH:7]=[CH:8][CH:9]=2)[C:4](=[O:11])[N:3]1[CH:12]([C:18]1[CH:23]=[CH:22][C:21]([O:24][CH3:25])=[C:20]([O:26][CH2:27][CH3:28])[CH:19]=1)[CH2:13][C:14]([NH:16][OH:17])=[O:15].[C:29](O[C:29](=[O:34])[CH2:30][CH2:31][CH2:32][CH3:33])(=[O:34])[CH2:30][CH2:31][CH2:32][CH3:33], predict the reaction product. The product is: [C:29]([O:17][NH:16][C:14](=[O:15])[CH2:13][CH:12]([N:3]1[C:4](=[O:11])[C:5]2[C:10](=[CH:9][CH:8]=[CH:7][CH:6]=2)[C:2]1=[O:1])[C:18]1[CH:23]=[CH:22][C:21]([O:24][CH3:25])=[C:20]([O:26][CH2:27][CH3:28])[CH:19]=1)(=[O:34])[CH2:30][CH2:31][CH2:32][CH3:33].